From a dataset of Reaction yield outcomes from USPTO patents with 853,638 reactions. Predict the reaction yield, written as a fraction of the theoretical maximum amount of product (1.0 means a 100% yield; for example, 0.34 means a 34% yield). (1) The reactants are C[O:2][C:3](=O)[C:4]([CH3:29])([CH3:28])/[CH:5]=[CH:6]/[C:7]1[CH:16]=[C:15]2[C:10]([CH:11]=[CH:12][C:13]([C@H:17]([N:19]([C:21]([O:23][C:24]([CH3:27])([CH3:26])[CH3:25])=[O:22])[CH3:20])[CH3:18])=[N:14]2)=[CH:9][CH:8]=1.O.[OH-].[Li+].CC1C=CC=C([N+]([O-])=O)C=1C(OC(=O)C1C([N+]([O-])=O)=CC=CC=1C)=O.C(N(CC)CC)C.[Cl:66][C:67]([Cl:91])([Cl:90])[CH2:68][O:69][C:70]([C@@H:72]1[CH2:77][CH2:76][CH2:75][N:74]([C:78](=[O:89])[C@@H:79]([NH:81][C:82](=[O:88])[C@@H:83]([OH:87])[CH:84]([CH3:86])[CH3:85])[CH3:80])[NH:73]1)=[O:71]. The catalyst is O1CCOCC1.O.CN(C)C1C=CN=CC=1. The product is [Cl:91][C:67]([Cl:90])([Cl:66])[CH2:68][O:69][C:70]([C@@H:72]1[CH2:77][CH2:76][CH2:75][N:74]([C:78](=[O:89])[C@@H:79]([NH:81][C:82](=[O:88])[C@@H:83]([O:87][C:3](=[O:2])[C:4]([CH3:29])([CH3:28])/[CH:5]=[CH:6]/[C:7]2[CH:16]=[C:15]3[C:10]([CH:11]=[CH:12][C:13]([C@H:17]([N:19]([C:21]([O:23][C:24]([CH3:27])([CH3:26])[CH3:25])=[O:22])[CH3:20])[CH3:18])=[N:14]3)=[CH:9][CH:8]=2)[CH:84]([CH3:86])[CH3:85])[CH3:80])[NH:73]1)=[O:71]. The yield is 0.680. (2) The reactants are [C:1]([O:4][C:5]1[CH:26]=[CH:25][C:8]([C:9]2[C:18](=[O:19])[C:17]3[C:12](=[CH:13][C:14]([O:21][C:22](=[O:24])[CH3:23])=[CH:15][C:16]=3[CH3:20])[O:11][CH:10]=2)=[CH:7][CH:6]=1)(=[O:3])[CH3:2]. The catalyst is C(OCC)(=O)C.[Pd]. The product is [C:1]([O:4][C:5]1[CH:26]=[CH:25][C:8]([CH:9]2[C:18](=[O:19])[C:17]3[C:12](=[CH:13][C:14]([O:21][C:22](=[O:24])[CH3:23])=[CH:15][C:16]=3[CH3:20])[O:11][CH2:10]2)=[CH:7][CH:6]=1)(=[O:3])[CH3:2]. The yield is 0.670. (3) The reactants are [C:1]([NH:8][C@H:9]([C:17]([OH:19])=O)[CH2:10][CH2:11][S:12][C:13]([F:16])([F:15])[F:14])([O:3][C:4]([CH3:7])([CH3:6])[CH3:5])=[O:2].CN1[CH2:26][CH2:25][O:24][CH2:23]C1.Cl[C:28](OCC(C)C)=[O:29].F[C:36]1C=C(F)[CH:40]=[CH:39][C:37]=1[NH2:38]. The catalyst is C1COCC1.N#N. The product is [C:4]([O:3][C:1](=[O:2])[NH:8][CH:9]([C:17](=[O:19])[NH:38][C:37]1[CH:39]=[C:40]([O:29][CH3:28])[CH:26]=[C:25]([O:24][CH3:23])[CH:36]=1)[CH2:10][CH2:11][S:12][C:13]([F:14])([F:15])[F:16])([CH3:5])([CH3:6])[CH3:7]. The yield is 0.860. (4) The reactants are [CH3:1][C:2]([S@@:5]([NH2:7])=[O:6])([CH3:4])[CH3:3].[Br:8][C:9]1[CH:16]=[CH:15][C:12]([CH:13]=O)=[C:11]([F:17])[CH:10]=1.C1(C)C=CC(S([O-])(=O)=O)=CC=1.[NH+]1C=CC=CC=1.S([O-])([O-])(=O)=O.[Mg+2]. The catalyst is C(Cl)Cl. The product is [Br:8][C:9]1[CH:16]=[CH:15][C:12](/[CH:13]=[N:7]/[S@:5]([C:2]([CH3:4])([CH3:3])[CH3:1])=[O:6])=[C:11]([F:17])[CH:10]=1. The yield is 0.440. (5) The product is [OH:1][CH2:2][CH2:3][O:4][C@@H:5]1[CH2:10][CH2:9][C@H:8]([N:11]2[C:16](=[O:17])[C:15]([CH2:18][C:19]3[CH:24]=[CH:23][C:22]([C:25]4[CH:30]=[CH:29][CH:28]=[CH:27][C:26]=4[C:31]4[NH:40][C:75](=[O:77])[O:78][N:32]=4)=[CH:21][CH:20]=3)=[C:14]([CH2:33][CH2:34][CH3:35])[N:13]3[N:36]=[C:37]([CH3:39])[N:38]=[C:12]23)[CH2:7][CH2:6]1. The reactants are [OH:1][CH2:2][CH2:3][O:4][C@@H:5]1[CH2:10][CH2:9][C@H:8]([N:11]2[C:16](=[O:17])[C:15]([CH2:18][C:19]3[CH:24]=[CH:23][C:22]([C:25]4[C:26]([C:31]#[N:32])=[CH:27][CH:28]=[CH:29][CH:30]=4)=[CH:21][CH:20]=3)=[C:14]([CH2:33][CH2:34][CH3:35])[N:13]3[N:36]=[C:37]([CH3:39])[N:38]=[C:12]23)[CH2:7][CH2:6]1.[N:40]1C(C)=CC=CC=1C.FC(F)(F)S(O[Si](C(C)(C)C)(C)C)(=O)=O.Cl.N12CCCN=C1CCCCC2.[C:75]([O:78]CC)(=[O:77])C. The yield is 0.100. The catalyst is O1CCCC1.O. (6) The reactants are [OH:1][C@H:2]1[CH2:7][CH2:6][C@H:5]([C:8]([O:10][CH3:11])=[O:9])[CH2:4][CH2:3]1.Cl[C:13]1[CH:18]=[N:17][CH:16]=[CH:15][N:14]=1.C(=O)([O-])[O-].[K+].[K+].CS([O-])=O.[Na+]. The catalyst is CN(C)C=O. The product is [N:14]1[CH:15]=[CH:16][N:17]=[CH:18][C:13]=1[O:1][C@@H:2]1[CH2:3][CH2:4][C@H:5]([C:8]([O:10][CH3:11])=[O:9])[CH2:6][CH2:7]1. The yield is 0.130. (7) The reactants are Cl.[CH3:2][N:3]1[CH2:8][CH2:7][CH:6]=[C:5]([C:9]([O:11]C)=O)[CH2:4]1.C1COCC1.CO.[NH2:20][OH:21].[OH-].[Na+]. The catalyst is O. The product is [OH:21][NH:20][C:9]([C:5]1[CH2:4][N:3]([CH3:2])[CH2:8][CH2:7][CH:6]=1)=[O:11]. The yield is 0.350.